This data is from Reaction yield outcomes from USPTO patents with 853,638 reactions. The task is: Predict the reaction yield, written as a fraction of the theoretical maximum amount of product (1.0 means a 100% yield; for example, 0.34 means a 34% yield). (1) The reactants are [N-]=C=O.[O:4]=[C:5]1[CH:10]=[N:9][C:8]2[N:11]=[CH:12][CH:13]=[C:14]([O:15][C:16]3[CH:21]=[CH:20][C:19]([NH:22][C:23](=[O:29])OC(C)(C)C)=[CH:18][CH:17]=3)[C:7]=2[NH:6]1.[Cl:30][C:31]1[CH:36]=[CH:35][C:34]([N:37]=C=O)=[CH:33][C:32]=1[C:40]([F:43])([F:42])[F:41]. The catalyst is FC(F)(F)C(O)=O. The product is [Cl:30][C:31]1[CH:36]=[CH:35][C:34]([NH:37][C:23]([NH:22][C:19]2[CH:20]=[CH:21][C:16]([O:15][C:14]3[C:7]4[NH:6][C:5](=[O:4])[CH:10]=[N:9][C:8]=4[N:11]=[CH:12][CH:13]=3)=[CH:17][CH:18]=2)=[O:29])=[CH:33][C:32]=1[C:40]([F:41])([F:42])[F:43]. The yield is 0.0500. (2) The reactants are [CH2:1]([O:3][C:4](OCC)(OCC)[CH3:5])[CH3:2].[C:12]([CH2:14][C:15]([O:17][CH2:18][CH3:19])=[O:16])#[N:13]. The catalyst is C(OC(=O)C)(=O)C. The product is [C:12](/[C:14](=[C:1](\[O:3][CH2:4][CH3:5])/[CH3:2])/[C:15]([O:17][CH2:18][CH3:19])=[O:16])#[N:13]. The yield is 0.160. (3) The reactants are [CH:1]1([S:4]([C:7]2[CH:12]=[CH:11][C:10]([CH:13]([C:21]3[NH:25][C:24]([C:26]4[N:31]=[CH:30][C:29]([S:32][CH2:33][C:34]([O:36]CC)=[O:35])=[CH:28][CH:27]=4)=[CH:23][CH:22]=3)[CH2:14][CH:15]3[CH2:20][CH2:19][O:18][CH2:17][CH2:16]3)=[CH:9][CH:8]=2)(=[O:6])=[O:5])[CH2:3][CH2:2]1.[OH-].[Na+].Cl. The catalyst is CO. The product is [CH:1]1([S:4]([C:7]2[CH:12]=[CH:11][C:10]([CH:13]([C:21]3[NH:25][C:24]([C:26]4[N:31]=[CH:30][C:29]([S:32][CH2:33][C:34]([OH:36])=[O:35])=[CH:28][CH:27]=4)=[CH:23][CH:22]=3)[CH2:14][CH:15]3[CH2:20][CH2:19][O:18][CH2:17][CH2:16]3)=[CH:9][CH:8]=2)(=[O:5])=[O:6])[CH2:3][CH2:2]1. The yield is 0.700. (4) The reactants are [C:1]([C:5]1[NH:6][C:7]2[C:12]([CH:13]=1)=[CH:11][C:10]([N+:14]([O-])=O)=[CH:9][C:8]=2[CH2:17][OH:18])([CH3:4])([CH3:3])[CH3:2]. The catalyst is [Ni].CO. The product is [NH2:14][C:10]1[CH:11]=[C:12]2[C:7](=[C:8]([CH2:17][OH:18])[CH:9]=1)[NH:6][C:5]([C:1]([CH3:4])([CH3:3])[CH3:2])=[CH:13]2. The yield is 0.800. (5) The reactants are [NH2:1][C:2]1[CH:7]=[CH:6][CH:5]=[CH:4][CH:3]=1.[CH:8]1([CH:11]=O)[CH2:10][CH2:9]1.P(O)(OC1C=CC=CC=1)(OC1C=CC=CC=1)=O.[CH3:30][N:31](/[CH:38]=[CH:39]/[CH3:40])[C:32]1[CH:37]=[CH:36][CH:35]=[CH:34][CH:33]=1. The catalyst is ClCCl. The yield is 0.240. The product is [CH:8]1([CH:11]2[CH:39]([CH3:40])[CH:38]([N:31]([CH3:30])[C:32]3[CH:37]=[CH:36][CH:35]=[CH:34][CH:33]=3)[C:7]3[C:2](=[CH:3][CH:4]=[CH:5][CH:6]=3)[NH:1]2)[CH2:10][CH2:9]1.